This data is from Full USPTO retrosynthesis dataset with 1.9M reactions from patents (1976-2016). The task is: Predict the reactants needed to synthesize the given product. (1) Given the product [Br:16][CH2:13][C:3]1[C:2]([Cl:1])=[CH:7][C:6]([C:8]([F:11])([F:10])[F:9])=[CH:5][C:4]=1[Cl:12], predict the reactants needed to synthesize it. The reactants are: [Cl:1][C:2]1[CH:7]=[C:6]([C:8]([F:11])([F:10])[F:9])[CH:5]=[C:4]([Cl:12])[C:3]=1[CH2:13]O.P(Br)(Br)[Br:16].C(=O)(O)[O-].[Na+]. (2) Given the product [F:21][C:22]1[CH:27]=[C:26]([F:28])[C:25]([C:29]2[CH:30]=[N:31][CH:32]=[N:33][CH:34]=2)=[CH:24][C:23]=1[C@@:35]([NH:37][S@@:38]([C:40]([CH3:41])([CH3:43])[CH3:42])=[O:39])([CH2:19][C:18]([C:14]1[O:13][C:12]([CH3:11])=[N:16][C:15]=1[CH3:17])=[O:20])[CH3:36], predict the reactants needed to synthesize it. The reactants are: C[Si]([N-][Si](C)(C)C)(C)C.[K+].[CH3:11][C:12]1[O:13][C:14]([C:18](=[O:20])[CH3:19])=[C:15]([CH3:17])[N:16]=1.[F:21][C:22]1[CH:27]=[C:26]([F:28])[C:25]([C:29]2[CH:30]=[N:31][CH:32]=[N:33][CH:34]=2)=[CH:24][C:23]=1/[C:35](=[N:37]/[S@@:38]([C:40]([CH3:43])([CH3:42])[CH3:41])=[O:39])/[CH3:36].O. (3) Given the product [C:1]([O:5][C:6](=[O:20])[NH:7][C:8]([C:12]1[CH:17]=[C:16]([Br:18])[CH:15]=[CH:14][C:13]=1[F:19])([CH:9]([F:10])[F:11])[CH2:23][CH:22]=[CH2:21])([CH3:4])([CH3:2])[CH3:3], predict the reactants needed to synthesize it. The reactants are: [C:1]([O:5][C:6](=[O:20])/[N:7]=[C:8](/[C:12]1[CH:17]=[C:16]([Br:18])[CH:15]=[CH:14][C:13]=1[F:19])\[CH:9]([F:11])[F:10])([CH3:4])([CH3:3])[CH3:2].[CH2:21]([Mg]Cl)[CH:22]=[CH2:23]. (4) Given the product [CH2:1]1[C:6]2([CH2:11][CH2:10][CH2:9][CH2:8][CH2:7]2)[CH2:5][CH2:4][N:3]([CH2:13][C:14]2[CH:19]=[CH:18][C:17]([CH2:20][C:21]#[N:22])=[CH:16][CH:15]=2)[CH2:2]1, predict the reactants needed to synthesize it. The reactants are: [CH2:1]1[C:6]2([CH2:11][CH2:10][CH2:9][CH2:8][CH2:7]2)[CH2:5][CH2:4][NH:3][CH2:2]1.Br[CH2:13][C:14]1[CH:19]=[CH:18][C:17]([CH2:20][C:21]#[N:22])=[CH:16][CH:15]=1. (5) The reactants are: [CH3:1][C:2]1([CH3:14])[C:6]([CH3:8])([CH3:7])[O:5][B:4]([C:9]2[CH:10]=[N:11][NH:12][CH:13]=2)[O:3]1.C(#N)C.[CH:18]1(/[CH:22]=[CH:23]/[C:24]#[N:25])[CH2:21][CH2:20][CH2:19]1.N12CCCN=C1CCCCC2. Given the product [CH:18]1([CH:22]([N:12]2[CH:13]=[C:9]([B:4]3[O:5][C:6]([CH3:7])([CH3:8])[C:2]([CH3:14])([CH3:1])[O:3]3)[CH:10]=[N:11]2)[CH2:23][C:24]#[N:25])[CH2:21][CH2:20][CH2:19]1, predict the reactants needed to synthesize it. (6) The reactants are: FC(F)(F)C(O)=O.C([SiH](CC)CC)C.[CH2:15]([C:19]1[C:29]([CH:30](O)[C:31]2[N:36]=[C:35]([C:37]([O:39][CH3:40])=[O:38])[CH:34]=[CH:33][CH:32]=2)=[C:22]2[CH:23]=[CH:24][C:25]([O:27][CH3:28])=[CH:26][N:21]2[N:20]=1)[CH:16]([CH3:18])[CH3:17].C(=O)(O)[O-].[Na+]. Given the product [CH2:15]([C:19]1[C:29]([CH2:30][C:31]2[N:36]=[C:35]([C:37]([O:39][CH3:40])=[O:38])[CH:34]=[CH:33][CH:32]=2)=[C:22]2[CH:23]=[CH:24][C:25]([O:27][CH3:28])=[CH:26][N:21]2[N:20]=1)[CH:16]([CH3:18])[CH3:17], predict the reactants needed to synthesize it.